This data is from Full USPTO retrosynthesis dataset with 1.9M reactions from patents (1976-2016). The task is: Predict the reactants needed to synthesize the given product. (1) The reactants are: [CH2:1]([N:5]1[CH2:9][C@@H:8]([C:10]2[CH:15]=[CH:14][CH:13]=[CH:12][C:11]=2Br)[C@H:7]([C:17]2[CH:22]=[C:21]([Cl:23])[CH:20]=[CH:19][C:18]=2[OH:24])[CH2:6]1)[CH2:2][CH2:3][CH3:4].C(=O)([O-])[O-].[Cs+].[Cs+].CN(C)CC(O)=O. Given the product [Cl:23][C:21]1[CH:20]=[CH:19][C:18]2[O:24][C:11]3[CH:12]=[CH:13][CH:14]=[CH:15][C:10]=3[C@H:8]3[CH2:9][N:5]([CH2:1][CH2:2][CH2:3][CH3:4])[CH2:6][C@@H:7]3[C:17]=2[CH:22]=1, predict the reactants needed to synthesize it. (2) Given the product [Cl:3][C:4]1[C:12]2[N:11]([CH2:20][CH:19]([C:21]3[CH:22]=[N:23][CH:24]=[CH:25][CH:26]=3)[OH:18])[C:10]3[CH2:13][CH2:14][N:15]([CH3:17])[CH2:16][C:9]=3[C:8]=2[CH:7]=[CH:6][CH:5]=1, predict the reactants needed to synthesize it. The reactants are: [H-].[Na+].[Cl:3][C:4]1[C:12]2[NH:11][C:10]3[CH2:13][CH2:14][N:15]([CH3:17])[CH2:16][C:9]=3[C:8]=2[CH:7]=[CH:6][CH:5]=1.[O:18]1[CH2:20][CH:19]1[C:21]1[CH:22]=[N:23][CH:24]=[CH:25][CH:26]=1. (3) Given the product [Cl:37][C:24]1[CH:25]=[CH:26][C:27]2[C:32](=[CH:31][CH:30]=[CH:29][CH:28]=2)[C:23]=1[O:22][P:21](=[N:12][C@@H:13]([CH3:20])[C:14]([O:16][CH2:17][CH2:18][CH3:19])=[O:15])=[O:33], predict the reactants needed to synthesize it. The reactants are: S(C1C=CC(C)=CC=1)([O-])(=O)=O.[NH2:12][C@@H:13]([CH3:20])[C:14]([O:16][CH2:17][CH2:18][CH3:19])=[O:15].[P:21](Cl)(Cl)(=[O:33])[O:22][C:23]1[C:32]2[C:27](=[CH:28][CH:29]=[CH:30][CH:31]=2)[CH:26]=[CH:25][CH:24]=1.C(Cl)[Cl:37]. (4) Given the product [CH2:1]([O:8][C:9](=[O:10])[NH:11][C:12]1[C:13]([C:29]([NH:32][C:33]2[CH:34]=[N:35][CH:36]=[CH:37][C:38]=2[N:39]2[CH2:44][C@H:43]([CH3:45])[CH2:42][C@H:41]([NH:46][C:47]([O:48][C:49]([CH3:50])([CH3:52])[CH3:51])=[O:53])[CH2:40]2)=[O:30])=[N:14][C:15]2[C:20]([CH:21]=1)=[CH:19][CH:18]=[C:17]([N:22]1[CH2:23][CH2:24][N:25]([CH3:28])[CH2:26][CH2:27]1)[CH:16]=2)[C:2]1[CH:7]=[CH:6][CH:5]=[CH:4][CH:3]=1, predict the reactants needed to synthesize it. The reactants are: [CH2:1]([O:8][C:9]([NH:11][C:12]1[C:13]([C:29](O)=[O:30])=[N:14][C:15]2[C:20]([CH:21]=1)=[CH:19][CH:18]=[C:17]([N:22]1[CH2:27][CH2:26][N:25]([CH3:28])[CH2:24][CH2:23]1)[CH:16]=2)=[O:10])[C:2]1[CH:7]=[CH:6][CH:5]=[CH:4][CH:3]=1.[NH2:32][C:33]1[CH:34]=[N:35][CH:36]=[CH:37][C:38]=1[N:39]1[CH2:44][C@H:43]([CH3:45])[CH2:42][C@H:41]([NH:46][C:47](=[O:53])[O:48][C:49]([CH3:52])([CH3:51])[CH3:50])[CH2:40]1.CN(C(ON1N=NC2C=CC=NC1=2)=[N+](C)C)C.F[P-](F)(F)(F)(F)F.CCN(C(C)C)C(C)C. (5) Given the product [CH3:14][N:15]([CH3:16])[C:2]1[CH:9]=[CH:8][C:7]([N+:10]([O-:12])=[O:11])=[CH:6][C:3]=1[C:4]#[N:5], predict the reactants needed to synthesize it. The reactants are: F[C:2]1[CH:9]=[CH:8][C:7]([N+:10]([O-:12])=[O:11])=[CH:6][C:3]=1[C:4]#[N:5].Cl.[CH3:14][NH:15][CH3:16].C(=O)(O)[O-].[K+].O.